Dataset: NCI-60 drug combinations with 297,098 pairs across 59 cell lines. Task: Regression. Given two drug SMILES strings and cell line genomic features, predict the synergy score measuring deviation from expected non-interaction effect. (1) Drug 1: CC1=C(C(=CC=C1)Cl)NC(=O)C2=CN=C(S2)NC3=CC(=NC(=N3)C)N4CCN(CC4)CCO. Drug 2: CC1C(C(CC(O1)OC2CC(OC(C2O)C)OC3=CC4=CC5=C(C(=O)C(C(C5)C(C(=O)C(C(C)O)O)OC)OC6CC(C(C(O6)C)O)OC7CC(C(C(O7)C)O)OC8CC(C(C(O8)C)O)(C)O)C(=C4C(=C3C)O)O)O)O. Cell line: HCT-15. Synergy scores: CSS=26.9, Synergy_ZIP=-10.4, Synergy_Bliss=-10.1, Synergy_Loewe=-9.22, Synergy_HSA=-8.71. (2) Drug 2: C1=NC(=NC(=O)N1C2C(C(C(O2)CO)O)O)N. Synergy scores: CSS=10.3, Synergy_ZIP=-0.985, Synergy_Bliss=3.36, Synergy_Loewe=-4.27, Synergy_HSA=-1.18. Cell line: OVCAR-5. Drug 1: CC1=C2C(C(=O)C3(C(CC4C(C3C(C(C2(C)C)(CC1OC(=O)C(C(C5=CC=CC=C5)NC(=O)OC(C)(C)C)O)O)OC(=O)C6=CC=CC=C6)(CO4)OC(=O)C)O)C)O. (3) Drug 1: CC1C(C(CC(O1)OC2CC(CC3=C2C(=C4C(=C3O)C(=O)C5=C(C4=O)C(=CC=C5)OC)O)(C(=O)C)O)N)O.Cl. Drug 2: B(C(CC(C)C)NC(=O)C(CC1=CC=CC=C1)NC(=O)C2=NC=CN=C2)(O)O. Cell line: COLO 205. Synergy scores: CSS=40.3, Synergy_ZIP=7.08, Synergy_Bliss=10.5, Synergy_Loewe=10.1, Synergy_HSA=9.48. (4) Drug 1: CCN(CC)CCCC(C)NC1=C2C=C(C=CC2=NC3=C1C=CC(=C3)Cl)OC. Drug 2: COC1=C2C(=CC3=C1OC=C3)C=CC(=O)O2. Cell line: NCI-H322M. Synergy scores: CSS=14.0, Synergy_ZIP=-2.29, Synergy_Bliss=1.88, Synergy_Loewe=4.20, Synergy_HSA=2.90.